This data is from Full USPTO retrosynthesis dataset with 1.9M reactions from patents (1976-2016). The task is: Predict the reactants needed to synthesize the given product. (1) Given the product [CH2:1]([O:8][CH2:9][CH2:10][CH2:11][C@@H:12]1[CH2:16][CH2:15][NH:14][CH2:13]1)[C:2]1[CH:7]=[CH:6][CH:5]=[CH:4][CH:3]=1, predict the reactants needed to synthesize it. The reactants are: [CH2:1]([O:8][CH2:9][CH2:10][CH2:11][C@@H:12]1[CH2:16][CH2:15][N:14](C(OC(C)(C)C)=O)[CH2:13]1)[C:2]1[CH:7]=[CH:6][CH:5]=[CH:4][CH:3]=1.C(O)(C(F)(F)F)=O. (2) Given the product [Br:1][C:2]1[C:3]([O:36][CH3:37])=[CH:4][C:5]2[CH2:6][CH2:7][N:8]3[C:15]4[C:16](=[O:17])[N:18]([C:31]([CH3:33])([CH3:34])[CH3:32])[CH2:19][CH2:20][CH2:21][O:22][CH2:23][C:24]=4[C:25]([C:26]4[S:27][CH:28]=[CH:29][CH:30]=4)=[C:9]3[C:10]=2[CH:11]=1, predict the reactants needed to synthesize it. The reactants are: [Br:1][C:2]1[CH:11]=[C:10]2[C:5]([CH2:6][CH2:7][N:8]([C:15](=O)[C:16]([N:18]([C:31]([CH3:34])([CH3:33])[CH3:32])[CH2:19][CH2:20][CH2:21][O:22][CH2:23][C:24]#[C:25][C:26]3[S:27][CH:28]=[CH:29][CH:30]=3)=[O:17])[CH:9]2C(O)=O)=[CH:4][C:3]=1[O:36][CH3:37].C(O)(=O)C.N. (3) The reactants are: Br[C:2]1[CH:3]=[CH:4][C:5]([C:8]([OH:10])=O)=[N:6][CH:7]=1.[NH2:11]C1C=CC=CC=1.F[B-](F)(F)F.N1(OC(N(C)C)=[N+](C)C)C2C=CC=CC=2N=N1.C(N(CC)CC)C. Given the product [N:6]1[CH:7]=[CH:2][CH:3]=[CH:4][C:5]=1[C:8]([NH2:11])=[O:10], predict the reactants needed to synthesize it. (4) Given the product [ClH:1].[Cl:15][C:8]1[CH:7]=[C:6]2[C:11]([C:2]([NH:21][C:20]3[CH:22]=[CH:23][C:17]([Cl:16])=[CH:18][C:19]=3[F:24])=[N:3][CH:4]=[N:5]2)=[CH:10][C:9]=1[N+:12]([O-:14])=[O:13], predict the reactants needed to synthesize it. The reactants are: [Cl:1][C:2]1[C:11]2[C:6](=[CH:7][C:8]([Cl:15])=[C:9]([N+:12]([O-:14])=[O:13])[CH:10]=2)[N:5]=[CH:4][N:3]=1.[Cl:16][C:17]1[CH:23]=[CH:22][C:20]([NH2:21])=[C:19]([F:24])[CH:18]=1.Cl. (5) Given the product [Br:26][C:3]1[C:4]2[C:9](=[CH:8][CH:7]=[C:6]([NH:10][C:11]3[C:12]4[S:19][C:18]([C:20]5[CH:25]=[CH:24][CH:23]=[CH:22][CH:21]=5)=[CH:17][C:13]=4[N:14]=[CH:15][N:16]=3)[CH:5]=2)[NH:1][CH:2]=1, predict the reactants needed to synthesize it. The reactants are: [NH:1]1[C:9]2[C:4](=[CH:5][C:6]([NH:10][C:11]3[C:12]4[S:19][C:18]([C:20]5[CH:25]=[CH:24][CH:23]=[CH:22][CH:21]=5)=[CH:17][C:13]=4[N:14]=[CH:15][N:16]=3)=[CH:7][CH:8]=2)[CH:3]=[CH:2]1.[Br:26]N1C(=O)CCC1=O.